From a dataset of Forward reaction prediction with 1.9M reactions from USPTO patents (1976-2016). Predict the product of the given reaction. (1) Given the reactants [Cl:1][C:2]1[CH:9]=[C:8]([N:10]([CH2:16][C:17]2[CH:22]=[CH:21][CH:20]=[CH:19][C:18]=2[Cl:23])[C@H:11]2[CH2:15][CH2:14][NH:13][CH2:12]2)[CH:7]=[CH:6][C:3]=1[C:4]#[N:5].[CH3:24][C:25]1[CH:30]=[CH:29][C:28]([CH2:31][S:32](Cl)(=[O:34])=[O:33])=[CH:27][CH:26]=1, predict the reaction product. The product is: [Cl:1][C:2]1[CH:9]=[C:8]([N:10]([CH2:16][C:17]2[CH:22]=[CH:21][CH:20]=[CH:19][C:18]=2[Cl:23])[C@H:11]2[CH2:15][CH2:14][N:13]([S:32]([CH2:31][C:28]3[CH:29]=[CH:30][C:25]([CH3:24])=[CH:26][CH:27]=3)(=[O:34])=[O:33])[CH2:12]2)[CH:7]=[CH:6][C:3]=1[C:4]#[N:5]. (2) Given the reactants [CH2:1]([O:8][N:9]1[C:14]2[N:15]=[CH:16][N:17]=[C:18]([CH3:19])[C:13]=2[C:12]([OH:20])=[C:11]([C:21](OCC)=[O:22])[C:10]1=[O:26])[C:2]1[CH:7]=[CH:6][CH:5]=[CH:4][CH:3]=1.[CH2:27]([NH2:34])[C:28]1[CH:33]=[CH:32][CH:31]=[CH:30][CH:29]=1.Cl, predict the reaction product. The product is: [CH2:27]([NH:34][C:21]([C:11]1[C:10](=[O:26])[N:9]([O:8][CH2:1][C:2]2[CH:3]=[CH:4][CH:5]=[CH:6][CH:7]=2)[C:14]2[N:15]=[CH:16][N:17]=[C:18]([CH3:19])[C:13]=2[C:12]=1[OH:20])=[O:22])[C:28]1[CH:33]=[CH:32][CH:31]=[CH:30][CH:29]=1.